Task: Predict which catalyst facilitates the given reaction.. Dataset: Catalyst prediction with 721,799 reactions and 888 catalyst types from USPTO (1) Reactant: [Br:1][CH2:2][CH2:3][CH2:4][CH:5]1[CH2:10][C:9]2[CH:11]=[C:12]([F:15])[CH:13]=[CH:14][C:8]=2[N:7]([C:16]2[CH:21]=[CH:20][CH:19]=[CH:18][C:17]=2[F:22])[S:6]1(=[O:24])=[O:23].[CH3:25][NH2:26]. The catalyst class is: 8. Product: [BrH:1].[F:15][C:12]1[CH:13]=[CH:14][C:8]2[N:7]([C:16]3[CH:21]=[CH:20][CH:19]=[CH:18][C:17]=3[F:22])[S:6](=[O:24])(=[O:23])[CH:5]([CH2:4][CH2:3][CH2:2][NH:26][CH3:25])[CH2:10][C:9]=2[CH:11]=1. (2) Reactant: [N:1]1[C:10]2[C:5](=[CH:6][CH:7]=[CH:8][N:9]=2)[C:4]([C:11](=[O:13])[CH3:12])=[CH:3][CH:2]=1.N1C(C)=CC=CC=1C.O([Si:30]([CH3:33])([CH3:32])[CH3:31])S(C(F)(F)F)(=O)=O. Product: [CH3:31][Si:30]([CH3:33])([CH3:32])[O:13][C:11]([C:4]1[C:5]2[C:10](=[N:9][CH:8]=[CH:7][CH:6]=2)[N:1]=[CH:2][CH:3]=1)=[CH2:12]. The catalyst class is: 2. (3) Reactant: C(=O)([O-])[O-].[Cs+].[Cs+].CS([O:11][CH2:12][C:13]1[N:14]=[C:15]([CH:18]2[CH2:23][CH2:22][N:21]([C:24]3[N:29]=[CH:28][CH:27]=[CH:26][N:25]=3)[CH2:20][CH2:19]2)[S:16][CH:17]=1)(=O)=O.[CH3:30][C:31]1([CH3:44])[O:36][CH2:35][CH:34]([C:37]2[CH:42]=[CH:41][C:40](O)=[CH:39][CH:38]=2)[CH2:33][O:32]1. The catalyst class is: 3. Product: [CH3:30][C:31]1([CH3:44])[O:32][CH2:33][CH:34]([C:37]2[CH:42]=[CH:41][C:40]([O:11][CH2:12][C:13]3[N:14]=[C:15]([CH:18]4[CH2:23][CH2:22][N:21]([C:24]5[N:29]=[CH:28][CH:27]=[CH:26][N:25]=5)[CH2:20][CH2:19]4)[S:16][CH:17]=3)=[CH:39][CH:38]=2)[CH2:35][O:36]1. (4) Reactant: C(OC([N:8]1[CH2:12][CH2:11][CH2:10][CH:9]1[C:13]1[S:14][C:15]([CH3:22])=[C:16]([C:18]([O:20][CH3:21])=[O:19])[CH:17]=1)=O)(C)(C)C.CS([O-])(=O)=O. Product: [CH3:21][O:20][C:18]([C:16]1[CH:17]=[C:13]([CH:9]2[CH2:10][CH2:11][CH2:12][NH:8]2)[S:14][C:15]=1[CH3:22])=[O:19]. The catalyst class is: 5. (5) Reactant: C[Si]([N-][Si](C)(C)C)(C)C.[Na+].[NH2:11][C:12]1[C:13]([Cl:21])=[CH:14][C:15]([Br:20])=[C:16]([CH:19]=1)[C:17]#[N:18].[C:22](O[C:22]([O:24][C:25]([CH3:28])([CH3:27])[CH3:26])=[O:23])([O:24][C:25]([CH3:28])([CH3:27])[CH3:26])=[O:23].Cl. Product: [C:25]([O:24][C:22](=[O:23])[NH:11][C:12]1[CH:19]=[C:16]([C:17]#[N:18])[C:15]([Br:20])=[CH:14][C:13]=1[Cl:21])([CH3:28])([CH3:27])[CH3:26]. The catalyst class is: 1. (6) Reactant: C[O:2][C:3]1[CH:4]=[C:5]([B:16]2[O:20][C:19]([CH3:22])([CH3:21])[C:18]([CH3:24])([CH3:23])[O:17]2)[CH:6]=[CH:7][C:8]=1[O:9][C:10]1[CH:15]=[CH:14][CH:13]=[CH:12][CH:11]=1.B(Br)(Br)Br. Product: [O:9]([C:8]1[CH:7]=[CH:6][C:5]([B:16]2[O:20][C:19]([CH3:21])([CH3:22])[C:18]([CH3:24])([CH3:23])[O:17]2)=[CH:4][C:3]=1[OH:2])[C:10]1[CH:15]=[CH:14][CH:13]=[CH:12][CH:11]=1. The catalyst class is: 2. (7) Reactant: [C:1]([O:5][C:6](=[O:23])[NH:7][C:8]1[CH:13]=[CH:12][C:11]([O:14][C:15]2[CH:16]=[N:17][C:18]([CH2:21][OH:22])=[CH:19][CH:20]=2)=[CH:10][CH:9]=1)([CH3:4])([CH3:3])[CH3:2]. Product: [C:1]([O:5][C:6](=[O:23])[NH:7][C:8]1[CH:9]=[CH:10][C:11]([O:14][C:15]2[CH:16]=[N:17][C:18]([CH:21]=[O:22])=[CH:19][CH:20]=2)=[CH:12][CH:13]=1)([CH3:4])([CH3:2])[CH3:3]. The catalyst class is: 177.